This data is from Reaction yield outcomes from USPTO patents with 853,638 reactions. The task is: Predict the reaction yield, written as a fraction of the theoretical maximum amount of product (1.0 means a 100% yield; for example, 0.34 means a 34% yield). (1) The reactants are [OH:1][C:2]1[C:11]([N+:12]([O-])=O)=[CH:10][CH:9]=[CH:8][C:3]=1[C:4]([O:6][CH3:7])=[O:5].[H][H]. The catalyst is C1COCC1.CO.[Pd]. The product is [NH2:12][C:11]1[C:2]([OH:1])=[C:3]([CH:8]=[CH:9][CH:10]=1)[C:4]([O:6][CH3:7])=[O:5]. The yield is 1.00. (2) The product is [Cl:20][C:10]1[C:11]2[CH:16]=[CH:15][NH:14][C:12]=2[N:13]=[C:8]([NH:7][C:5]2[CH:4]=[N:3][N:2]([CH3:1])[CH:6]=2)[N:9]=1. The yield is 0.560. The reactants are [CH3:1][N:2]1[CH:6]=[C:5]([NH:7][C:8]2[N:9]=[C:10](O)[C:11]3[CH:16]=[CH:15][NH:14][C:12]=3[N:13]=2)[CH:4]=[N:3]1.O=P(Cl)(Cl)[Cl:20]. No catalyst specified. (3) The reactants are [O:1]=[C:2]1[CH:6]([C:7]([O:9]C)=[O:8])[CH2:5][CH2:4][N:3]1[C:11]1[CH:12]=[N:13][CH:14]=[CH:15][CH:16]=1.O[Li].O. The catalyst is C1COCC1.O. The product is [O:1]=[C:2]1[CH:6]([C:7]([OH:9])=[O:8])[CH2:5][CH2:4][N:3]1[C:11]1[CH:12]=[N:13][CH:14]=[CH:15][CH:16]=1. The yield is 1.00. (4) The reactants are [C:1]([O:5][C:6](=[O:19])[CH2:7][C@@H:8]([CH2:17][OH:18])[CH2:9][C@H:10]([CH3:16])[CH2:11][CH2:12][CH2:13][CH2:14][CH3:15])([CH3:4])([CH3:3])[CH3:2].C(OC(=O)C[C@H](C[C@@H](C)CCCCC)C(O)=O)(C)(C)C. No catalyst specified. The product is [C:1]([O:5][C:6](=[O:19])[CH2:7][C@@H:8]([CH2:17][OH:18])[CH2:9][C@@H:10]([CH3:16])[CH2:11][CH2:12][CH2:13][CH2:14][CH3:15])([CH3:2])([CH3:4])[CH3:3]. The yield is 0.760. (5) The catalyst is O.NN. The product is [CH2:1]([N:8]1[C:18]2[C:13](=[CH:14][CH:15]=[CH:16][CH:17]=2)[CH2:11][C:9]1=[O:10])[C:2]1[CH:3]=[CH:4][CH:5]=[CH:6][CH:7]=1. The yield is 0.750. The reactants are [CH2:1]([N:8]1[C:18]2[C:13](=[CH:14][CH:15]=[CH:16][CH:17]=2)[C:11](=O)[C:9]1=[O:10])[C:2]1[CH:7]=[CH:6][CH:5]=[CH:4][CH:3]=1. (6) The reactants are Cl.[CH:2]1([C:5]#[C:6][C:7]2[CH:8]=[C:9]3[C:13](=[CH:14][CH:15]=2)[CH2:12][C:11]2([CH2:20][CH2:19][CH:18]([O:21][CH3:22])[CH2:17][CH2:16]2)[C:10]3=[N:23]S(C(C)(C)C)=O)[CH2:4][CH2:3]1. The catalyst is O1CCOCC1. The product is [CH:2]1([C:5]#[C:6][C:7]2[CH:8]=[C:9]3[C:13]([CH2:12][C:11]4([CH2:20][CH2:19][CH:18]([O:21][CH3:22])[CH2:17][CH2:16]4)[C:10]3=[NH:23])=[CH:14][CH:15]=2)[CH2:3][CH2:4]1. The yield is 1.00. (7) The reactants are [Br:1][C:2]1[CH:3]=[C:4]([CH:15]=[CH:16][CH:17]=1)[CH2:5][C:6]1[N:7]=[C:8]([C:12]([OH:14])=O)[O:9][C:10]=1[CH3:11].CCN=C=NCCCN(C)C.Cl.C1C=CC2N(O)N=NC=2C=1.O[NH:41][C:42](=[NH:54])[C:43]1[CH:48]=[CH:47][C:46]([O:49][C:50]([F:53])([F:52])[F:51])=[CH:45][CH:44]=1. The catalyst is CN(C=O)C.O. The product is [Br:1][C:2]1[CH:3]=[C:4]([CH:15]=[CH:16][CH:17]=1)[CH2:5][C:6]1[N:7]=[C:8]([C:12]2[O:14][N:54]=[C:42]([C:43]3[CH:44]=[CH:45][C:46]([O:49][C:50]([F:51])([F:52])[F:53])=[CH:47][CH:48]=3)[N:41]=2)[O:9][C:10]=1[CH3:11]. The yield is 0.0700. (8) The reactants are [N+:1]([C:4]1[N:5]=[CH:6][NH:7][CH:8]=1)([O-:3])=[O:2].Br[CH:10]([CH3:12])[CH3:11].C(=O)([O-])[O-].[K+].[K+]. The catalyst is [I-].C([N+](CCCC)(CCCC)CCCC)CCC.C(#N)C. The product is [CH:10]([N:7]1[CH:8]=[C:4]([N+:1]([O-:3])=[O:2])[N:5]=[CH:6]1)([CH3:12])[CH3:11]. The yield is 0.390. (9) The yield is 0.990. The catalyst is C1COCC1.CCOC(C)=O. The reactants are CN([CH2:4][CH:5]1[C:10](=[O:11])[CH:9]=[C:8]([C:12]2[CH:17]=[CH:16][N:15]=[CH:14][C:13]=2[N+:18]([O-:20])=[O:19])[CH2:7][CH:6]1[CH3:21])C.IC.C([O-])(O)=O.[Na+]. The product is [CH3:21][CH:6]1[C:5](=[CH2:4])[C:10](=[O:11])[CH:9]=[C:8]([C:12]2[CH:17]=[CH:16][N:15]=[CH:14][C:13]=2[N+:18]([O-:20])=[O:19])[CH2:7]1.